Dataset: Reaction yield outcomes from USPTO patents with 853,638 reactions. Task: Predict the reaction yield, written as a fraction of the theoretical maximum amount of product (1.0 means a 100% yield; for example, 0.34 means a 34% yield). (1) The yield is 0.790. The catalyst is CO. The reactants are [CH:1]([C:4]1[CH:9]=[CH:8][C:7]([C:10]2[C:14]3[C:15]([CH3:21])=[CH:16][C:17]([CH3:20])=[C:18]([CH3:19])[C:13]=3[O:12][CH:11]=2)=[C:6]([O:22][CH3:23])[CH:5]=1)([CH3:3])[CH3:2]. The product is [CH:1]([C:4]1[CH:9]=[CH:8][C:7]([CH:10]2[C:14]3[C:15]([CH3:21])=[CH:16][C:17]([CH3:20])=[C:18]([CH3:19])[C:13]=3[O:12][CH2:11]2)=[C:6]([O:22][CH3:23])[CH:5]=1)([CH3:3])[CH3:2]. (2) The reactants are [NH2:1][C@H:2]([C:4]1[N:13]([CH:14]2[CH2:16][CH2:15]2)[C:12](=[O:17])[C:11]2[C:6](=[CH:7][CH:8]=[CH:9][C:10]=2[Cl:18])[N:5]=1)[CH3:3].Cl[C:20]1[N:25]=[CH:24][N:23]=[C:22]([NH2:26])[C:21]=1[C:27]1[O:31][N:30]=[C:29]([CH3:32])[N:28]=1.CCN(C(C)C)C(C)C.CCOC(C)=O. The catalyst is CCCCO. The product is [NH2:26][C:22]1[N:23]=[CH:24][N:25]=[C:20]([NH:1][C@H:2]([C:4]2[N:13]([CH:14]3[CH2:16][CH2:15]3)[C:12](=[O:17])[C:11]3[C:6](=[CH:7][CH:8]=[CH:9][C:10]=3[Cl:18])[N:5]=2)[CH3:3])[C:21]=1[C:27]1[O:31][N:30]=[C:29]([CH3:32])[N:28]=1. The yield is 0.685. (3) The reactants are [Br:1][C:2]1[CH:3]=[C:4]([C:8]2([C:15]3[CH:20]=[CH:19][C:18]([O:21][CH3:22])=[CH:17][CH:16]=3)[C:12](=S)S[C:10](=[S:14])[NH:9]2)[CH:5]=[CH:6][CH:7]=1.[NH2:23][CH2:24][CH2:25][CH2:26][NH2:27]. The catalyst is C(O)C. The product is [Br:1][C:2]1[CH:3]=[C:4]([C:8]2([C:15]3[CH:16]=[CH:17][C:18]([O:21][CH3:22])=[CH:19][CH:20]=3)[C:12]3=[N:27][CH2:26][CH2:25][CH2:24][N:23]3[C:10](=[S:14])[NH:9]2)[CH:5]=[CH:6][CH:7]=1. The yield is 0.830. (4) The reactants are [Mg].Br[C:3]1([CH:15]=[CH2:16])[CH:8]=[CH:7][CH:6]=[C:5]([C:9]2[CH:14]=[CH:13][CH:12]=[CH:11][CH:10]=2)[CH2:4]1.[O:17]=[C:18]1[CH2:22][N:21]([C:23]([O:25][CH2:26][CH2:27][Si:28]([CH3:31])([CH3:30])[CH3:29])=[O:24])[C@H:20]([C:32]([O:34][CH3:35])=[O:33])[CH2:19]1. The catalyst is C1COCC1.C(Cl)Cl. The product is [OH:17][C@:18]1([C:13]2[CH:14]=[C:9]([C:5]3[CH:6]=[CH:7][CH:8]=[C:3]([CH:15]=[CH2:16])[CH:4]=3)[CH:10]=[CH:11][CH:12]=2)[CH2:22][N:21]([C:23]([O:25][CH2:26][CH2:27][Si:28]([CH3:30])([CH3:31])[CH3:29])=[O:24])[C@H:20]([C:32]([O:34][CH3:35])=[O:33])[CH2:19]1. The yield is 0.310. (5) The reactants are [Cl:1][C:2]1[CH:7]=[CH:6][C:5]([C:8]2[CH:13]=[CH:12][CH:11]=[CH:10][CH:9]=2)=[C:4]([NH:14][C:15](=O)[CH3:16])[CH:3]=1.N. No catalyst specified. The product is [Cl:1][C:2]1[CH:7]=[CH:6][C:5]2[C:4]([CH:3]=1)=[N:14][C:15]([CH3:16])=[C:13]1[C:8]=2[CH:9]=[CH:10][CH:11]=[CH:12]1. The yield is 0.930. (6) The reactants are C[O:2][C:3](=[O:25])[CH:4]([C:12]1[CH:17]=[CH:16][C:15]([N:18]2[C:22]([CH3:23])=[N:21][N:20]=[N:19]2)=[C:14]([Cl:24])[CH:13]=1)[CH2:5][CH:6]1[CH2:11][CH2:10][CH2:9][CH2:8][CH2:7]1.[OH-].[Na+]. The catalyst is C(O)C. The product is [Cl:24][C:14]1[CH:13]=[C:12]([CH:4]([CH2:5][CH:6]2[CH2:11][CH2:10][CH2:9][CH2:8][CH2:7]2)[C:3]([OH:25])=[O:2])[CH:17]=[CH:16][C:15]=1[N:18]1[C:22]([CH3:23])=[N:21][N:20]=[N:19]1. The yield is 0.850.